From a dataset of Retrosynthesis with 50K atom-mapped reactions and 10 reaction types from USPTO. Predict the reactants needed to synthesize the given product. (1) The reactants are: Cc1ccc(I)cc1.c1ccc2c(c1)Nc1ccccc1S2. Given the product Cc1ccc(N2c3ccccc3Sc3ccccc32)cc1, predict the reactants needed to synthesize it. (2) Given the product CCCn1cc(-n2c(C)c(Sc3cccc(C(=O)OCC)c3)c3cc(F)c(Cl)cc32)cn1, predict the reactants needed to synthesize it. The reactants are: CCCn1cc(Br)cn1.CCOC(=O)c1cccc(Sc2c(C)[nH]c3cc(Cl)c(F)cc23)c1. (3) Given the product CC(C)(C)OC(=O)COc1ccc(CNc2ccc3ncc(C#N)c(Nc4ccc(F)c(Cl)c4)c3c2)cc1Br, predict the reactants needed to synthesize it. The reactants are: CC(C)(C)OC(=O)COc1ccc(C=O)cc1Br.N#Cc1cnc2ccc(N)cc2c1Nc1ccc(F)c(Cl)c1.